Dataset: Peptide-MHC class I binding affinity with 185,985 pairs from IEDB/IMGT. Task: Regression. Given a peptide amino acid sequence and an MHC pseudo amino acid sequence, predict their binding affinity value. This is MHC class I binding data. (1) The peptide sequence is QNGALAINTF. The MHC is HLA-B54:01 with pseudo-sequence HLA-B54:01. The binding affinity (normalized) is 0. (2) The peptide sequence is YMGDFDSVI. The MHC is Patr-B0101 with pseudo-sequence Patr-B0101. The binding affinity (normalized) is 0.377. (3) The peptide sequence is YHRFGLYRL. The MHC is HLA-A69:01 with pseudo-sequence HLA-A69:01. The binding affinity (normalized) is 0.0847. (4) The peptide sequence is ETPLREQENS. The MHC is Mamu-A01 with pseudo-sequence Mamu-A01. The binding affinity (normalized) is 0.0721. (5) The peptide sequence is HQFTSNPEV. The MHC is HLA-A66:01 with pseudo-sequence HLA-A66:01. The binding affinity (normalized) is 0.213. (6) The binding affinity (normalized) is 0.0847. The peptide sequence is SLWAWVLLF. The MHC is HLA-B39:01 with pseudo-sequence HLA-B39:01.